Predict which catalyst facilitates the given reaction. From a dataset of Catalyst prediction with 721,799 reactions and 888 catalyst types from USPTO. (1) Reactant: [CH2:1]([NH:9][C:10]([C@H:12]1[CH2:17][CH2:16][CH2:15][CH2:14][N:13]1C(OC(C)(C)C)=O)=[O:11])[CH2:2][CH2:3][CH2:4][CH2:5][CH2:6][CH2:7][CH3:8].FC(F)(F)C(O)=O. Product: [CH2:1]([NH:9][C:10]([C@H:12]1[CH2:17][CH2:16][CH2:15][CH2:14][NH:13]1)=[O:11])[CH2:2][CH2:3][CH2:4][CH2:5][CH2:6][CH2:7][CH3:8]. The catalyst class is: 2. (2) Reactant: [CH:1]1([CH:7](O)[C:8]2[N:12]([CH2:13][C:14]3[CH:19]=[CH:18][C:17]([O:20][CH3:21])=[CH:16][CH:15]=3)[CH:11]=[C:10]([C:22]([O:24][CH2:25][CH3:26])=[O:23])[C:9]=2[CH3:27])[CH2:6][CH2:5][CH2:4][CH2:3][CH2:2]1.C(O)(C(F)(F)F)=O.[SiH](CC)(CC)CC. Product: [CH:1]1([CH2:7][C:8]2[N:12]([CH2:13][C:14]3[CH:19]=[CH:18][C:17]([O:20][CH3:21])=[CH:16][CH:15]=3)[CH:11]=[C:10]([C:22]([O:24][CH2:25][CH3:26])=[O:23])[C:9]=2[CH3:27])[CH2:6][CH2:5][CH2:4][CH2:3][CH2:2]1. The catalyst class is: 2. (3) Reactant: [OH:1][C:2]1[CH:7]=[CH:6][C:5]([CH2:8][C:9]([O:11][CH3:12])=[O:10])=[CH:4][CH:3]=1.C(=O)([O-])[O-].[Cs+].[Cs+].Br[CH2:20][CH2:21][O:22][CH2:23][C:24]1[CH:29]=[CH:28][CH:27]=[CH:26][CH:25]=1.O. Product: [CH2:23]([O:22][CH2:21][CH2:20][O:1][C:2]1[CH:3]=[CH:4][C:5]([CH2:8][C:9]([O:11][CH3:12])=[O:10])=[CH:6][CH:7]=1)[C:24]1[CH:29]=[CH:28][CH:27]=[CH:26][CH:25]=1. The catalyst class is: 9. (4) Reactant: CCN(CC)CC.Br[C:9]1[CH:14]=[CH:13][C:12]([C@@H:15]([N:17]2[CH2:22][CH2:21][C@:20]([CH2:29][C:30]([OH:33])([CH3:32])[CH3:31])([C:23]3[CH:28]=[CH:27][CH:26]=[CH:25][CH:24]=3)[O:19][C:18]2=[O:34])[CH3:16])=[CH:11][CH:10]=1.CN(C)[CH:37]=[O:38].[CH3:40][OH:41]. Product: [CH3:40][O:41][C:37](=[O:38])[C:9]1[CH:14]=[CH:13][C:12]([C@@H:15]([N:17]2[CH2:22][CH2:21][C@:20]([CH2:29][C:30]([OH:33])([CH3:31])[CH3:32])([C:23]3[CH:28]=[CH:27][CH:26]=[CH:25][CH:24]=3)[O:19][C:18]2=[O:34])[CH3:16])=[CH:11][CH:10]=1. The catalyst class is: 23. (5) Reactant: [Br:1][C:2]1[CH:3]=[CH:4][CH:5]=[C:6]2[C:10]=1[NH:9][C:8]([C:11]([O:13][CH2:14][CH3:15])=[O:12])=[C:7]2[CH2:16][CH2:17][CH2:18][OH:19].[C:20]1(O)[C:29]2[C:24](=[CH:25][CH:26]=[CH:27][CH:28]=2)[CH:23]=[CH:22][CH:21]=1.C1(P(C2C=CC=CC=2)C2C=CC=CC=2)C=CC=CC=1.N(C(OC(C)(C)C)=O)=NC(OC(C)(C)C)=O. Product: [Br:1][C:2]1[CH:3]=[CH:4][CH:5]=[C:6]2[C:10]=1[NH:9][C:8]([C:11]([O:13][CH2:14][CH3:15])=[O:12])=[C:7]2[CH2:16][CH2:17][CH2:18][O:19][C:28]1[C:29]2[C:24](=[CH:23][CH:22]=[CH:21][CH:20]=2)[CH:25]=[CH:26][CH:27]=1. The catalyst class is: 1. (6) Reactant: [H-].[H-].[H-].[H-].[Li+].[Al+3].[N:7]12[CH2:16][CH:11]3[CH2:12][CH:13]([CH2:15][CH:9]([CH:10]3[C:17](OCC)=[O:18])[CH2:8]1)[CH2:14]2.O.[OH-].[Na+]. Product: [N:7]12[CH2:16][CH:11]3[CH2:12][CH:13]([CH2:15][CH:9]([CH:10]3[CH2:17][OH:18])[CH2:8]1)[CH2:14]2. The catalyst class is: 1. (7) Reactant: [C:1]1([N:7]2[C:11]([NH2:12])=[C:10]3[CH2:13][S:14][CH2:15][C:9]3=[N:8]2)[CH:6]=[CH:5][CH:4]=[CH:3][CH:2]=1.[CH3:16][C:17]1[CH:22]=[CH:21][C:20]([N:23]=[C:24]=[O:25])=[CH:19][CH:18]=1. Product: [CH3:16][C:17]1[CH:22]=[CH:21][C:20]([NH:23][C:24]([NH:12][C:11]2[N:7]([C:1]3[CH:2]=[CH:3][CH:4]=[CH:5][CH:6]=3)[N:8]=[C:9]3[CH2:15][S:14][CH2:13][C:10]=23)=[O:25])=[CH:19][CH:18]=1. The catalyst class is: 4. (8) Reactant: [CH3:1][O:2][C:3](=[O:28])[CH:4]=[CH:5][N:6]1[C:14]2[C:9](=[CH:10][C:11]([CH2:15][CH2:16][C:17]3[C:18]([CH3:27])=[N:19][C:20]4[C:25]([CH:26]=3)=[CH:24][CH:23]=[CH:22][N:21]=4)=[CH:12][CH:13]=2)[CH:8]=[CH:7]1. Product: [CH3:1][O:2][C:3](=[O:28])[CH2:4][CH2:5][N:6]1[C:14]2[C:9](=[CH:10][C:11]([CH2:15][CH2:16][C:17]3[C:18]([CH3:27])=[N:19][C:20]4[NH:21][CH2:22][CH2:23][CH2:24][C:25]=4[CH:26]=3)=[CH:12][CH:13]=2)[CH:8]=[CH:7]1. The catalyst class is: 19. (9) Reactant: Br[C:2]1[CH:3]=[C:4]2[C:8](=[CH:9][CH:10]=1)[N:7]([CH:11]1[CH2:16][CH2:15][CH2:14][CH2:13][O:12]1)[N:6]=[CH:5]2.[NH2:17][C@H:18]1[CH2:23][CH2:22][CH2:21][N:20]([C:24]([O:26][C:27]([CH3:30])([CH3:29])[CH3:28])=[O:25])[CH2:19]1.C1C=CC(P(C2C(C3C(P(C4C=CC=CC=4)C4C=CC=CC=4)=CC=C4C=3C=CC=C4)=C3C(C=CC=C3)=CC=2)C2C=CC=CC=2)=CC=1.CC(C)([O-])C.[Na+]. Product: [O:12]1[CH2:13][CH2:14][CH2:15][CH2:16][CH:11]1[N:7]1[C:8]2[C:4](=[CH:3][C:2]([NH:17][C@H:18]3[CH2:23][CH2:22][CH2:21][N:20]([C:24]([O:26][C:27]([CH3:30])([CH3:29])[CH3:28])=[O:25])[CH2:19]3)=[CH:10][CH:9]=2)[CH:5]=[N:6]1. The catalyst class is: 110.